Dataset: Full USPTO retrosynthesis dataset with 1.9M reactions from patents (1976-2016). Task: Predict the reactants needed to synthesize the given product. (1) Given the product [CH:1]1([C:33]2[CH:41]=[C:40]([CH3:42])[C:36]([C:37]([NH2:39])=[O:38])=[C:35]([F:43])[CH:34]=2)[CH2:3][CH2:2]1, predict the reactants needed to synthesize it. The reactants are: [CH:1]1(B(O)O)[CH2:3][CH2:2]1.C1(P(C2CCCCC2)C2CCCCC2)CCCCC1.C(=O)([O-])[O-].[K+].[K+].Br[C:33]1[CH:41]=[C:40]([CH3:42])[C:36]([C:37]([NH2:39])=[O:38])=[C:35]([F:43])[CH:34]=1. (2) Given the product [F:10][C:6]1[CH:7]=[CH:8][CH:9]=[C:2]2[C:3]=1[CH:4]=[C:13]([C:11]#[N:12])[C:14](=[O:15])[NH:1]2, predict the reactants needed to synthesize it. The reactants are: [NH2:1][C:2]1[CH:9]=[CH:8][CH:7]=[C:6]([F:10])[C:3]=1[CH:4]=O.[C:11]([CH2:13][C:14](OC)=[O:15])#[N:12].C[O-].[Na+]. (3) The reactants are: [CH2:1]([C:3]1[CH:49]=[CH:48][C:6]([CH2:7][C:8]2[CH:9]=[C:10]([C:24]3([O:42][C@H:41]([CH2:43][O:44][C:45](=[O:47])[CH3:46])[C@@H:36]([O:37][C:38](=[O:40])[CH3:39])[C@H:31]([O:32][C:33](=[O:35])[CH3:34])[C@H:26]3[O:27][C:28](=[O:30])[CH3:29])O)[CH:11]=[C:12](B3OC(C)(C)C(C)(C)O3)[C:13]=2[CH3:14])=[CH:5][CH:4]=1)[CH3:2].OO.C(OCC)(=[O:54])C.[OH2:58]. Given the product [CH2:1]([C:3]1[CH:4]=[CH:5][C:6]([CH2:7][C:8]2[C:13]([CH3:14])=[C:12]([OH:54])[CH:11]=[C:10]([C:24]3([O:42][C@H:41]([CH2:43][O:44][C:45](=[O:47])[CH3:46])[C@@H:36]([O:37][C:38](=[O:40])[CH3:39])[C@H:31]([O:32][C:33](=[O:35])[CH3:34])[C@H:26]3[O:27][C:28](=[O:30])[CH3:29])[OH:58])[CH:9]=2)=[CH:48][CH:49]=1)[CH3:2], predict the reactants needed to synthesize it. (4) Given the product [Cl:17][C:18]1[CH:23]=[C:22]([C:24]2([C:26]([F:29])([F:27])[F:28])[O:1][N:2]=[C:3]([C:4]3[CH:15]=[CH:14][C:7]4[B:8]([OH:13])[O:9][C:10]([CH3:12])([CH3:11])[C:6]=4[CH:5]=3)[CH2:25]2)[CH:21]=[C:20]([Cl:30])[C:19]=1[O:31][CH3:32], predict the reactants needed to synthesize it. The reactants are: [OH:1][N:2]=[C:3](Cl)[C:4]1[CH:15]=[CH:14][C:7]2[B:8]([OH:13])[O:9][C:10]([CH3:12])([CH3:11])[C:6]=2[CH:5]=1.[Cl:17][C:18]1[CH:23]=[C:22]([C:24]([C:26]([F:29])([F:28])[F:27])=[CH2:25])[CH:21]=[C:20]([Cl:30])[C:19]=1[O:31][CH3:32]. (5) Given the product [C:25]([O:24][C:22]([N:10]([CH2:11][C:12]1[CH:17]=[CH:16][CH:15]=[C:14]([OH:18])[CH:13]=1)[CH2:9][CH2:8][C:4]1[CH:5]=[CH:6][CH:7]=[C:2]([Cl:1])[CH:3]=1)=[O:23])([CH3:28])([CH3:27])[CH3:26], predict the reactants needed to synthesize it. The reactants are: [Cl:1][C:2]1[CH:3]=[C:4]([CH2:8][CH2:9][NH:10][CH2:11][C:12]2[CH:17]=[CH:16][CH:15]=[C:14]([OH:18])[CH:13]=2)[CH:5]=[CH:6][CH:7]=1.ClCCl.[C:22](O[C:22]([O:24][C:25]([CH3:28])([CH3:27])[CH3:26])=[O:23])([O:24][C:25]([CH3:28])([CH3:27])[CH3:26])=[O:23].C(N(CC)CC)C. (6) Given the product [CH3:17][C:10]([N:2]1[CH2:7][CH2:6][C:5](=[O:8])[CH2:4][CH2:3]1)([CH3:18])[C:11]([O:13][CH:14]([CH3:16])[CH3:15])=[O:12], predict the reactants needed to synthesize it. The reactants are: Cl.[NH:2]1[CH2:7][CH2:6][C:5](=[O:8])[CH2:4][CH2:3]1.Br[C:10]([CH3:18])([CH3:17])[C:11]([O:13][CH:14]([CH3:16])[CH3:15])=[O:12].C(=O)([O-])[O-].[K+].[K+].N1CCCCC1=O.